Dataset: Full USPTO retrosynthesis dataset with 1.9M reactions from patents (1976-2016). Task: Predict the reactants needed to synthesize the given product. (1) Given the product [N:35]1[CH:36]=[CH:37][CH:38]=[CH:39][C:34]=1[CH2:33][NH:13][CH2:14][C:15]1[CH:16]=[CH:17][C:18]([CH2:21][N:22]([CH2:45][C:41]2[NH:42][CH:43]=[CH:44][N:40]=2)[CH:23]2[CH2:32][C:31]3[N:30]=[CH:29][CH:28]=[CH:27][C:26]=3[CH2:25][CH2:24]2)=[CH:19][CH:20]=1, predict the reactants needed to synthesize it. The reactants are: [N+](C1C=CC=CC=1S([N:13]([CH2:33][C:34]1[CH:39]=[CH:38][CH:37]=[CH:36][N:35]=1)[CH2:14][C:15]1[CH:20]=[CH:19][C:18]([CH2:21][NH:22][CH:23]2[CH2:32][C:31]3[N:30]=[CH:29][CH:28]=[CH:27][C:26]=3[CH2:25][CH2:24]2)=[CH:17][CH:16]=1)(=O)=O)([O-])=O.[NH:40]1[CH:44]=[CH:43][N:42]=[C:41]1[CH:45]=O.[BH-](OC(C)=O)(OC(C)=O)OC(C)=O.[Na+]. (2) Given the product [CH3:11][C:2]1([CH:3]([C:5]2[CH:6]=[N:7][CH:8]=[CH:9][CH:10]=2)[OH:4])[CH2:12][CH2:1]1, predict the reactants needed to synthesize it. The reactants are: [CH3:1][C:2](=[CH2:11])[CH:3]([C:5]1[CH:6]=[N:7][CH:8]=[CH:9][CH:10]=1)[OH:4].[CH2:12]([Zn]CC)C.ICI.[Cl-].[NH4+]. (3) Given the product [Cl:1][C:2]1[CH:7]=[CH:6][C:5]([C:8]#[N:9])=[CH:4][C:3]=1[CH2:10][S:11]([NH2:16])(=[O:13])=[O:12], predict the reactants needed to synthesize it. The reactants are: [Cl:1][C:2]1[CH:7]=[CH:6][C:5]([C:8]#[N:9])=[CH:4][C:3]=1[CH2:10][S:11](Cl)(=[O:13])=[O:12].[OH-].[NH4+:16].O.Cl. (4) Given the product [OH:25][C:26]1[CH:34]=[CH:33][CH:32]=[CH:31][C:27]=1[C:28]([NH:1][C:2]1[S:3][C:4]([S:10]([N:13]2[CH2:14][CH2:15][O:16][CH2:17][CH2:18]2)(=[O:12])=[O:11])=[CH:5][C:6]=1[C:7]([NH2:9])=[O:8])=[O:29], predict the reactants needed to synthesize it. The reactants are: [NH2:1][C:2]1[S:3][C:4]([S:10]([N:13]2[CH2:18][CH2:17][O:16][CH2:15][CH2:14]2)(=[O:12])=[O:11])=[CH:5][C:6]=1[C:7]([NH2:9])=[O:8].N1C=CC=CC=1.[OH:25][C:26]1[CH:34]=[CH:33][CH:32]=[CH:31][C:27]=1[C:28](Cl)=[O:29]. (5) Given the product [F:1][C:2]([F:4])([F:3])[C:16]([C:14]1[CH:13]=[CH:12][N:11]=[C:10]([CH3:9])[CH:15]=1)([OH:25])[CH:17]([C:19]1[CH:20]=[CH:21][CH:22]=[CH:23][CH:24]=1)[CH3:18], predict the reactants needed to synthesize it. The reactants are: [F:1][C:2]([Si](C)(C)C)([F:4])[F:3].[CH3:9][C:10]1[CH:15]=[C:14]([C:16](=[O:25])[CH:17]([C:19]2[CH:24]=[CH:23][CH:22]=[CH:21][CH:20]=2)[CH3:18])[CH:13]=[CH:12][N:11]=1.O.O.O.[F-].C([N+](CCCC)(CCCC)CCCC)CCC. (6) Given the product [Br:1][CH2:2][CH2:3][CH2:4][O:5][C:6]1[CH:10]=[C:9]([C:11]([NH:18][C:17]2[CH:19]=[CH:20][C:21]([F:22])=[C:15]([Cl:14])[CH:16]=2)=[O:13])[O:8][N:7]=1, predict the reactants needed to synthesize it. The reactants are: [Br:1][CH2:2][CH2:3][CH2:4][O:5][C:6]1[CH:10]=[C:9]([C:11]([OH:13])=O)[O:8][N:7]=1.[Cl:14][C:15]1[CH:16]=[C:17]([CH:19]=[CH:20][C:21]=1[F:22])[NH2:18].P(Cl)(Cl)(Cl)=O.